This data is from Full USPTO retrosynthesis dataset with 1.9M reactions from patents (1976-2016). The task is: Predict the reactants needed to synthesize the given product. (1) Given the product [CH3:29][S:30]([O:17][CH2:16][CH2:15][C:11]1[CH:12]=[C:13]([F:14])[C:8]([N:7]2[C:2]([NH2:1])=[C:3]([C:20](=[O:28])[C:21]3[CH:22]=[CH:23][C:24]([F:27])=[CH:25][CH:26]=3)[CH:4]=[CH:5][C:6]2=[O:19])=[C:9]([F:18])[CH:10]=1)(=[O:32])=[O:31], predict the reactants needed to synthesize it. The reactants are: [NH2:1][C:2]1[N:7]([C:8]2[C:13]([F:14])=[CH:12][C:11]([CH2:15][CH2:16][OH:17])=[CH:10][C:9]=2[F:18])[C:6](=[O:19])[CH:5]=[CH:4][C:3]=1[C:20](=[O:28])[C:21]1[CH:26]=[CH:25][C:24]([F:27])=[CH:23][CH:22]=1.[CH3:29][S:30](Cl)(=[O:32])=[O:31].CCN(CC)CC. (2) Given the product [O:15]=[S:12]1(=[O:16])[CH2:13][CH2:14][CH:9]([NH2:8])[CH2:10][CH2:11]1, predict the reactants needed to synthesize it. The reactants are: C([NH:8][CH:9]1[CH2:14][CH2:13][S:12](=[O:16])(=[O:15])[CH2:11][CH2:10]1)C1C=CC=CC=1.[H][H]. (3) Given the product [CH2:1]([O:8][C:9]1[CH:10]=[C:11]([C@@H:15]([NH:25][C:26]([O:27][C:28]([CH3:29])([CH3:30])[CH3:31])=[O:32])[CH:34]([C:35]([O:37][CH3:38])=[O:36])[C:33]([O:40][C:41]([CH3:44])([CH3:42])[CH3:43])=[O:39])[CH:12]=[N:13][CH:14]=1)[C:2]1[CH:3]=[CH:4][CH:5]=[CH:6][CH:7]=1, predict the reactants needed to synthesize it. The reactants are: [CH2:1]([O:8][C:9]1[CH:10]=[C:11]([CH:15]([NH:25][C:26](=[O:32])[O:27][C:28]([CH3:31])([CH3:30])[CH3:29])S(C2C=CC=CC=2)(=O)=O)[CH:12]=[N:13][CH:14]=1)[C:2]1[CH:7]=[CH:6][CH:5]=[CH:4][CH:3]=1.[C:33]([O:40][C:41]([CH3:44])([CH3:43])[CH3:42])(=[O:39])[CH2:34][C:35]([O:37][CH3:38])=[O:36].C(=O)([O-])[O-].[Cs+].[Cs+].FC(F)(F)C1C=C(NC(N[C@@H]2CCCC[C@H]2N(C)C)=S)C=C(C(F)(F)F)C=1.